Dataset: NCI-60 drug combinations with 297,098 pairs across 59 cell lines. Task: Regression. Given two drug SMILES strings and cell line genomic features, predict the synergy score measuring deviation from expected non-interaction effect. (1) Synergy scores: CSS=27.1, Synergy_ZIP=-6.60, Synergy_Bliss=1.94, Synergy_Loewe=-24.6, Synergy_HSA=-0.925. Cell line: M14. Drug 2: CN(CC1=CN=C2C(=N1)C(=NC(=N2)N)N)C3=CC=C(C=C3)C(=O)NC(CCC(=O)O)C(=O)O. Drug 1: CC1=C(C=C(C=C1)NC2=NC=CC(=N2)N(C)C3=CC4=NN(C(=C4C=C3)C)C)S(=O)(=O)N.Cl. (2) Drug 1: COC1=C(C=C2C(=C1)N=CN=C2NC3=CC(=C(C=C3)F)Cl)OCCCN4CCOCC4. Drug 2: CC1=CC2C(CCC3(C2CCC3(C(=O)C)OC(=O)C)C)C4(C1=CC(=O)CC4)C. Cell line: SF-295. Synergy scores: CSS=7.27, Synergy_ZIP=-0.714, Synergy_Bliss=0.872, Synergy_Loewe=-4.43, Synergy_HSA=-1.86. (3) Drug 1: CC1=CC=C(C=C1)C2=CC(=NN2C3=CC=C(C=C3)S(=O)(=O)N)C(F)(F)F. Drug 2: COC1=NC(=NC2=C1N=CN2C3C(C(C(O3)CO)O)O)N. Cell line: HCT116. Synergy scores: CSS=-0.484, Synergy_ZIP=-1.01, Synergy_Bliss=-9.88, Synergy_Loewe=-7.72, Synergy_HSA=-9.60. (4) Drug 1: C1=NC2=C(N=C(N=C2N1C3C(C(C(O3)CO)O)O)F)N. Drug 2: CN1C2=C(C=C(C=C2)N(CCCl)CCCl)N=C1CCCC(=O)O.Cl. Cell line: T-47D. Synergy scores: CSS=-1.77, Synergy_ZIP=3.62, Synergy_Bliss=3.01, Synergy_Loewe=-0.698, Synergy_HSA=-2.18.